From a dataset of Forward reaction prediction with 1.9M reactions from USPTO patents (1976-2016). Predict the product of the given reaction. Given the reactants [CH3:1][O:2][C:3]1[CH:8]=[CH:7][CH:6]=[CH:5][C:4]=1B(O)O.[F-].[K+].Cl[C:15]1[CH:20]=[CH:19][C:18]([CH3:21])=[CH:17][CH:16]=1, predict the reaction product. The product is: [CH3:1][O:2][C:3]1[CH:8]=[CH:7][CH:6]=[CH:5][C:4]=1[C:15]1[CH:20]=[CH:19][C:18]([CH3:21])=[CH:17][CH:16]=1.